From a dataset of Full USPTO retrosynthesis dataset with 1.9M reactions from patents (1976-2016). Predict the reactants needed to synthesize the given product. (1) Given the product [C:3]([N:10]1[CH2:15][CH2:14][N:13]([C:16]2[CH:21]=[CH:20][CH:19]=[CH:18][C:17]=2[CH2:22][N:23]([S:24]([CH3:27])(=[O:26])=[O:25])[CH3:28])[CH2:12][CH2:11]1)([O:5][C:6]([CH3:9])([CH3:8])[CH3:7])=[O:4], predict the reactants needed to synthesize it. The reactants are: [H-].[Na+].[C:3]([N:10]1[CH2:15][CH2:14][N:13]([C:16]2[CH:21]=[CH:20][CH:19]=[CH:18][C:17]=2[CH2:22][NH:23][S:24]([CH3:27])(=[O:26])=[O:25])[CH2:12][CH2:11]1)([O:5][C:6]([CH3:9])([CH3:8])[CH3:7])=[O:4].[CH3:28]I. (2) Given the product [F:1][C:2]1[C:7]([O:8][CH3:9])=[CH:6][C:5]([O:10][CH3:11])=[C:4]([F:12])[C:3]=1[C:13]1[N:18]=[C:17]2[NH:19][N:20]=[C:21]([C:33]3[CH:34]=[CH:35][C:29]4[O:28][CH:27]([C:25]([N:24]([CH3:23])[CH3:45])=[O:26])[CH2:31][C:30]=4[CH:32]=3)[C:16]2=[CH:15][N:14]=1, predict the reactants needed to synthesize it. The reactants are: [F:1][C:2]1[C:7]([O:8][CH3:9])=[CH:6][C:5]([O:10][CH3:11])=[C:4]([F:12])[C:3]=1[C:13]1[N:18]=[C:17]2[NH:19][N:20]=[C:21](I)[C:16]2=[CH:15][N:14]=1.[CH3:23][N:24]([CH3:45])[C:25]([CH:27]1[CH2:31][C:30]2[CH:32]=[C:33](B3OC(C)(C)C(C)(C)O3)[CH:34]=[CH:35][C:29]=2[O:28]1)=[O:26].C(=O)([O-])[O-].[Na+].[Na+]. (3) Given the product [F:24][C:21]1[CH:20]=[CH:19][C:18]([O:17][CH3:16])=[C:23]([C:2]2[CH:7]=[CH:6][C:5]([C:8]#[C:9][C:10]3[N:11]=[C:12]([CH3:15])[S:13][CH:14]=3)=[CH:4][N:3]=2)[CH:22]=1, predict the reactants needed to synthesize it. The reactants are: Cl[C:2]1[CH:7]=[CH:6][C:5]([C:8]#[C:9][C:10]2[N:11]=[C:12]([CH3:15])[S:13][CH:14]=2)=[CH:4][N:3]=1.[CH3:16][O:17][C:18]1[CH:23]=[CH:22][C:21]([F:24])=[CH:20][C:19]=1B(O)O.C(=O)([O-])[O-].[K+].[K+].